This data is from Peptide-MHC class I binding affinity with 185,985 pairs from IEDB/IMGT. The task is: Regression. Given a peptide amino acid sequence and an MHC pseudo amino acid sequence, predict their binding affinity value. This is MHC class I binding data. (1) The peptide sequence is YLDMVLAFL. The MHC is HLA-A31:01 with pseudo-sequence HLA-A31:01. The binding affinity (normalized) is 0.0847. (2) The peptide sequence is GRYNLVPPK. The MHC is HLA-A68:02 with pseudo-sequence HLA-A68:02. The binding affinity (normalized) is 0.0847. (3) The peptide sequence is EDLDLQTQ. The MHC is H-2-Kd with pseudo-sequence H-2-Kd. The binding affinity (normalized) is 0. (4) The peptide sequence is IIRVTSELL. The MHC is HLA-A11:01 with pseudo-sequence HLA-A11:01. The binding affinity (normalized) is 0.0847. (5) The peptide sequence is KAVYNLATC. The MHC is H-2-Kb with pseudo-sequence H-2-Kb. The binding affinity (normalized) is 0. (6) The peptide sequence is LTGVEAVMY. The MHC is HLA-A23:01 with pseudo-sequence HLA-A23:01. The binding affinity (normalized) is 0.00956. (7) The peptide sequence is YCPGTTVTL. The MHC is HLA-B18:01 with pseudo-sequence HLA-B18:01. The binding affinity (normalized) is 0.0847.